This data is from Forward reaction prediction with 1.9M reactions from USPTO patents (1976-2016). The task is: Predict the product of the given reaction. (1) The product is: [CH:1]1([CH:7]([NH:19][C:20]2[CH:21]=[CH:22][C:23]([C:26]([N:28]([CH3:36])[CH2:29][CH2:30][C:31]([O:33][CH2:34][CH3:35])=[O:32])=[O:27])=[CH:24][CH:25]=2)[C:8]2[O:9][C:10]3[CH:17]=[CH:16][C:15]([O:18][CH2:44][C:42]4[CH:41]=[CH:40][N:39]=[C:38]([F:37])[CH:43]=4)=[CH:14][C:11]=3[C:12]=2[CH3:13])[CH2:6][CH2:5][CH2:4][CH2:3][CH2:2]1. Given the reactants [CH:1]1([CH:7]([NH:19][C:20]2[CH:25]=[CH:24][C:23]([C:26]([N:28]([CH3:36])[CH2:29][CH2:30][C:31]([O:33][CH2:34][CH3:35])=[O:32])=[O:27])=[CH:22][CH:21]=2)[C:8]2[O:9][C:10]3[CH:17]=[CH:16][C:15]([OH:18])=[CH:14][C:11]=3[C:12]=2[CH3:13])[CH2:6][CH2:5][CH2:4][CH2:3][CH2:2]1.[F:37][C:38]1[CH:43]=[C:42]([CH2:44]O)[CH:41]=[CH:40][N:39]=1.C(P(CCCC)CCCC)CCC.N(C(N1CCCCC1)=O)=NC(N1CCCCC1)=O, predict the reaction product. (2) Given the reactants Br[C:2]1[CH:3]=[C:4]2[C:9](=[CH:10][CH:11]=1)[N:8]=[CH:7][C:6]([C:12]([O:14][CH2:15][CH3:16])=[O:13])=[C:5]2[NH:17][C:18]1[CH:23]=[CH:22][C:21]([O:24][CH3:25])=[CH:20][CH:19]=1.[B-](F)(F)(F)F.CC([PH+](C(C)(C)C)C(C)(C)C)(C)C.CN.C1CCN2[C:49](=[N:50][CH2:51]CC2)CC1.C1C[O:60]CC1, predict the reaction product. The product is: [CH3:25][O:24][C:21]1[CH:22]=[CH:23][C:18]([NH:17][C:5]2[C:4]3[C:9](=[CH:10][CH:11]=[C:2]([C:51](=[O:60])[NH:50][CH3:49])[CH:3]=3)[N:8]=[CH:7][C:6]=2[C:12]([O:14][CH2:15][CH3:16])=[O:13])=[CH:19][CH:20]=1. (3) The product is: [O:24]1[CH2:29][CH2:28][CH2:27][CH2:26][CH:25]1[N:30]1[C:34]([C:2]2[CH:3]=[C:4]3[C:13](=[CH:14][CH:15]=2)[C:12]2[N:8]([CH:9]=[C:10]([C:16]4[N:20]([CH:21]([CH3:23])[CH3:22])[N:19]=[CH:18][N:17]=4)[N:11]=2)[CH2:7][CH2:6][O:5]3)=[CH:33][CH:32]=[N:31]1. Given the reactants Br[C:2]1[CH:3]=[C:4]2[C:13](=[CH:14][CH:15]=1)[C:12]1[N:8]([CH:9]=[C:10]([C:16]3[N:20]([CH:21]([CH3:23])[CH3:22])[N:19]=[CH:18][N:17]=3)[N:11]=1)[CH2:7][CH2:6][O:5]2.[O:24]1[CH2:29][CH2:28][CH2:27][CH2:26][CH:25]1[N:30]1[C:34](B(O)O)=[CH:33][CH:32]=[N:31]1.C([O-])([O-])=O.[Na+].[Na+], predict the reaction product. (4) Given the reactants F[C:2]1[C:9]([F:10])=[CH:8][CH:7]=[CH:6][C:3]=1[C:4]#[N:5].CS(CCO)(=O)=[O:13].[H-].[Na+], predict the reaction product. The product is: [F:10][C:9]1[C:2]([OH:13])=[C:3]([CH:6]=[CH:7][CH:8]=1)[C:4]#[N:5]. (5) Given the reactants [N+:1]([C:4]1[CH:9]=[CH:8][C:7]([NH2:10])=[C:6]([NH2:11])[CH:5]=1)([O-:3])=[O:2].Br[C:13]#[N:14], predict the reaction product. The product is: [N+:1]([C:4]1[CH:9]=[CH:8][C:7]2[NH:10][C:13]([NH2:14])=[N:11][C:6]=2[CH:5]=1)([O-:3])=[O:2]. (6) Given the reactants Cl[CH:2]1[C:7](=[O:8])[CH2:6][C:5]([CH2:14][CH2:15][C:16]2[CH:21]=[CH:20][C:19]([O:22][CH3:23])=[C:18]([Cl:24])[CH:17]=2)([CH:9]2[CH2:13][CH2:12][CH2:11][CH2:10]2)[O:4][C:3]1=[O:25].[N:26]1[CH:31]=[CH:30][C:29]([C:32]2[O:36][C:35]([SH:37])=[N:34][N:33]=2)=[CH:28][CH:27]=1, predict the reaction product. The product is: [Cl:24][C:18]1[CH:17]=[C:16]([CH2:15][CH2:14][C:5]2([CH:9]3[CH2:13][CH2:12][CH2:11][CH2:10]3)[O:4][C:3](=[O:25])[C:2]([S:37][C:35]3[O:36][C:32]([C:29]4[CH:30]=[CH:31][N:26]=[CH:27][CH:28]=4)=[N:33][N:34]=3)=[C:7]([OH:8])[CH2:6]2)[CH:21]=[CH:20][C:19]=1[O:22][CH3:23].